Dataset: Reaction yield outcomes from USPTO patents with 853,638 reactions. Task: Predict the reaction yield, written as a fraction of the theoretical maximum amount of product (1.0 means a 100% yield; for example, 0.34 means a 34% yield). (1) The reactants are [Cl-].O[NH3+:3].[C:4](=[O:7])([O-])[OH:5].[Na+].CS(C)=O.[CH2:13]([C:17]1[N:18]=[C:19]([CH3:48])[N:20]([C:39]2[CH:44]=[CH:43][CH:42]=[C:41]([CH:45]3[CH2:47][CH2:46]3)[CH:40]=2)[C:21](=[O:38])[C:22]=1[CH2:23][C:24]1[CH:29]=[CH:28][C:27]([C:30]2[C:31]([C:36]#[N:37])=[CH:32][CH:33]=[CH:34][CH:35]=2)=[CH:26][CH:25]=1)[CH2:14][CH2:15][CH3:16]. The catalyst is O.C(OCC)(=O)C. The product is [CH2:13]([C:17]1[N:18]=[C:19]([CH3:48])[N:20]([C:39]2[CH:44]=[CH:43][CH:42]=[C:41]([CH:45]3[CH2:46][CH2:47]3)[CH:40]=2)[C:21](=[O:38])[C:22]=1[CH2:23][C:24]1[CH:25]=[CH:26][C:27]([C:30]2[CH:35]=[CH:34][CH:33]=[CH:32][C:31]=2[C:36]2[NH:3][C:4](=[O:7])[O:5][N:37]=2)=[CH:28][CH:29]=1)[CH2:14][CH2:15][CH3:16]. The yield is 0.470. (2) The reactants are [Cl:1][C:2]1[N:3]=[C:4]([C:9]([NH:11][C:12]2[CH:32]=[CH:31][C:15]3[N:16]([CH2:20][C:21]4[CH:30]=[CH:29][C:24]([C:25]([O:27]C)=[O:26])=[CH:23][CH:22]=4)[CH2:17][CH2:18][O:19][C:14]=3[CH:13]=2)=[O:10])[NH:5][C:6]=1[CH2:7][CH3:8].[OH-].[Li+].CO. The catalyst is O1CCCC1. The product is [Cl:1][C:2]1[N:3]=[C:4]([C:9]([NH:11][C:12]2[CH:32]=[CH:31][C:15]3[N:16]([CH2:20][C:21]4[CH:30]=[CH:29][C:24]([C:25]([OH:27])=[O:26])=[CH:23][CH:22]=4)[CH2:17][CH2:18][O:19][C:14]=3[CH:13]=2)=[O:10])[NH:5][C:6]=1[CH2:7][CH3:8]. The yield is 1.00. (3) The reactants are C1C(=O)N([Br:8])C(=O)C1.[CH3:9][O:10][C:11]1[CH:16]=[CH:15][C:14]([N:17]2[C:25]3[C:20](=[CH:21][CH:22]=[CH:23][CH:24]=3)[CH:19]=[C:18]2[C:26]2[C:27]([CH3:32])=[N:28][O:29][C:30]=2[CH3:31])=[CH:13][CH:12]=1. The catalyst is CN(C=O)C. The product is [Br:8][C:19]1[C:20]2[C:25](=[CH:24][CH:23]=[CH:22][CH:21]=2)[N:17]([C:14]2[CH:13]=[CH:12][C:11]([O:10][CH3:9])=[CH:16][CH:15]=2)[C:18]=1[C:26]1[C:27]([CH3:32])=[N:28][O:29][C:30]=1[CH3:31]. The yield is 0.980. (4) The reactants are Br[C:2]1[C:3]2[N:4]([C:8]([CH3:11])=[N:9][N:10]=2)[CH:5]=[CH:6][CH:7]=1.C([Sn](CCCC)(CCCC)[C:17](=[CH2:28])[C:18]([O:20][CH2:21][C:22]1[CH:27]=[CH:26][CH:25]=[CH:24][CH:23]=1)=[O:19])CCC. The catalyst is C1COCC1.C1C=CC([P]([Pd]([P](C2C=CC=CC=2)(C2C=CC=CC=2)C2C=CC=CC=2)([P](C2C=CC=CC=2)(C2C=CC=CC=2)C2C=CC=CC=2)[P](C2C=CC=CC=2)(C2C=CC=CC=2)C2C=CC=CC=2)(C2C=CC=CC=2)C2C=CC=CC=2)=CC=1.[Cu]Cl. The product is [CH3:11][C:8]1[N:4]2[CH:5]=[CH:6][CH:7]=[C:2]([C:17](=[CH2:28])[C:18]([O:20][CH2:21][C:22]3[CH:27]=[CH:26][CH:25]=[CH:24][CH:23]=3)=[O:19])[C:3]2=[N:10][N:9]=1. The yield is 0.730.